Dataset: Forward reaction prediction with 1.9M reactions from USPTO patents (1976-2016). Task: Predict the product of the given reaction. Given the reactants [CH:1]1([C:7]([N:9]([CH2:20][CH:21]2[CH2:26][CH2:25][N:24](C(OC(C)(C)C)=O)[CH2:23][CH2:22]2)[CH2:10]/[C:11](/[CH3:19])=[CH:12]/[C:13]2[CH:18]=[CH:17][CH:16]=[CH:15][CH:14]=2)=[O:8])[CH2:6][CH2:5][CH2:4][CH2:3][CH2:2]1.[F:34][C:35]([F:40])([F:39])[C:36]([OH:38])=[O:37].C1(C)C=CC=CC=1, predict the reaction product. The product is: [F:34][C:35]([F:40])([F:39])[C:36]([OH:38])=[O:37].[CH:1]1([C:7]([N:9]([CH2:20][CH:21]2[CH2:26][CH2:25][NH:24][CH2:23][CH2:22]2)[CH2:10]/[C:11](/[CH3:19])=[CH:12]/[C:13]2[CH:14]=[CH:15][CH:16]=[CH:17][CH:18]=2)=[O:8])[CH2:2][CH2:3][CH2:4][CH2:5][CH2:6]1.